This data is from HIV replication inhibition screening data with 41,000+ compounds from the AIDS Antiviral Screen. The task is: Binary Classification. Given a drug SMILES string, predict its activity (active/inactive) in a high-throughput screening assay against a specified biological target. (1) The compound is CCOC(=O)CNC(=O)C(Cc1ccccc1)NC(=O)C(C)(C)NC(=O)OCc1ccccc1. The result is 0 (inactive). (2) The compound is Cc1ccc(NC(=O)C(=O)CC(=O)C2CCOC2=O)c(C)c1. The result is 0 (inactive). (3) The compound is COc1cc(C2CC3(C)OC(=O)C2CC3C)cc(OC)c1OC. The result is 0 (inactive). (4) The molecule is COC(=O)C1=Nc2c(C)nn(-c3ccccc3)c2N=C(c2ccccc2)C1. The result is 0 (inactive). (5) The compound is CC(CC(=O)Nc1ccc(NC(=O)CC(C)N=NC(N)=O)cc1)N=NC(N)=O. The result is 0 (inactive). (6) The molecule is CC(=O)C(=Cc1ccc(N(C)C)cc1)c1ccccc1. The result is 0 (inactive).